This data is from Full USPTO retrosynthesis dataset with 1.9M reactions from patents (1976-2016). The task is: Predict the reactants needed to synthesize the given product. (1) Given the product [CH:14]1([C:11]2[CH:12]=[CH:13][C:8]([C:5]3[N:6]=[CH:7][C:2]([NH2:1])=[N:3][CH:4]=3)=[C:9]([F:19])[C:10]=2[O:18][C:21]2[N:26]=[C:25]([C:27]3[CH:32]=[CH:31][CH:30]=[CH:29][CH:28]=3)[CH:24]=[CH:23][N:22]=2)[CH2:15][CH2:16][CH2:17]1, predict the reactants needed to synthesize it. The reactants are: [NH2:1][C:2]1[N:3]=[CH:4][C:5]([C:8]2[C:9]([F:19])=[C:10]([OH:18])[C:11]([CH:14]3[CH2:17][CH2:16][CH2:15]3)=[CH:12][CH:13]=2)=[N:6][CH:7]=1.Cl[C:21]1[N:26]=[C:25]([C:27]2[CH:32]=[CH:31][CH:30]=[CH:29][CH:28]=2)[CH:24]=[CH:23][N:22]=1. (2) Given the product [Cl:9][C:4]1[CH:3]=[C:2]([NH2:1])[C:7]([C:13]2[CH:14]=[CH:15][C:16]([O:17][CH3:18])=[C:11]([F:10])[CH:12]=2)=[CH:6][N:5]=1, predict the reactants needed to synthesize it. The reactants are: [NH2:1][C:2]1[C:7](Br)=[CH:6][N:5]=[C:4]([Cl:9])[CH:3]=1.[F:10][C:11]1[CH:12]=[C:13](B(O)O)[CH:14]=[CH:15][C:16]=1[O:17][CH3:18].C(=O)([O-])[O-].[Na+].[Na+]. (3) Given the product [C:14]1([CH3:21])[CH:15]=[C:16]([CH3:20])[CH:17]=[C:18]([CH3:19])[C:13]=1[S:10]([O:9][NH2:8])(=[O:12])=[O:11], predict the reactants needed to synthesize it. The reactants are: C(OC([NH:8][O:9][S:10]([C:13]1[C:18]([CH3:19])=[CH:17][C:16]([CH3:20])=[CH:15][C:14]=1[CH3:21])(=[O:12])=[O:11])=O)(C)(C)C.C(O)(C(F)(F)F)=O. (4) Given the product [CH:1]1([CH2:4][N:5]([S:21]([C:24]2[S:25][CH:26]=[CH:27][CH:28]=2)(=[O:22])=[O:23])[C:6]2[CH:7]=[CH:8][CH:9]=[C:10]3[C:14]=2[NH:13][C:12]([C:18]([NH2:20])=[O:19])=[CH:11]3)[CH2:3][CH2:2]1, predict the reactants needed to synthesize it. The reactants are: [CH:1]1([CH2:4][N:5]([S:21]([C:24]2[S:25][CH:26]=[CH:27][CH:28]=2)(=[O:23])=[O:22])[C:6]2[CH:7]=[CH:8][CH:9]=[C:10]3[C:14]=2[N:13](COC)[C:12]([C:18]([NH2:20])=[O:19])=[CH:11]3)[CH2:3][CH2:2]1.O.O.C(O)(=O)C(O)=O.CO. (5) Given the product [Na+:25].[CH2:14]([O:13][C:10]1[CH:11]=[CH:12][C:7]([CH2:6][CH2:5][CH2:4][CH2:3][CH2:2][S:22]([O-:24])(=[O:23])=[O:21])=[CH:8][CH:9]=1)[C:15]1[CH:20]=[CH:19][CH:18]=[CH:17][CH:16]=1, predict the reactants needed to synthesize it. The reactants are: Br[CH2:2][CH2:3][CH2:4][CH2:5][CH2:6][C:7]1[CH:12]=[CH:11][C:10]([O:13][CH2:14][C:15]2[CH:20]=[CH:19][CH:18]=[CH:17][CH:16]=2)=[CH:9][CH:8]=1.[O-:21][S:22]([O-:24])=[O:23].[Na+:25].[Na+].CCO.